From a dataset of Reaction yield outcomes from USPTO patents with 853,638 reactions. Predict the reaction yield, written as a fraction of the theoretical maximum amount of product (1.0 means a 100% yield; for example, 0.34 means a 34% yield). (1) The reactants are [N+:1]([C:4]1[CH:31]=[C:8]([CH:9]=[N:10][C@H:11]([CH3:30])[C:12]([C:22]2[CH:27]=[CH:26][CH:25]=[CH:24][C:23]=2[O:28][CH3:29])([C:14]2[CH:19]=[CH:18][CH:17]=[CH:16][C:15]=2[O:20][CH3:21])[OH:13])[C:7]([OH:32])=[CH:6][CH:5]=1)([O-:3])=[O:2].C1(C)C=CC=CC=1. The catalyst is CCCCCCC. The product is [N+:1]([C:4]1[CH:31]=[C:8]([CH:9]=[N:10][CH:11]([CH3:30])[C:12]([C:14]2[CH:19]=[CH:18][CH:17]=[CH:16][C:15]=2[O:20][CH3:21])([C:22]2[CH:27]=[CH:26][CH:25]=[CH:24][C:23]=2[O:28][CH3:29])[OH:13])[C:7]([OH:32])=[CH:6][CH:5]=1)([O-:3])=[O:2]. The yield is 0.990. (2) The reactants are Br[C:2]1[CH:3]=[C:4]([CH:23]=[CH:24][CH:25]=1)[CH2:5][O:6][C:7]1[CH:12]=[CH:11][C:10]([C:13]2([CH2:17][C:18]([O:20][CH2:21][CH3:22])=[O:19])[CH2:16][O:15][CH2:14]2)=[CH:9][CH:8]=1.[CH2:26]([S:30][C:31]1[CH:36]=[CH:35][C:34](B(O)O)=[CH:33][CH:32]=1)[CH2:27][CH2:28][CH3:29].C(=O)([O-])[O-].[K+].[K+]. The catalyst is O1CCOCC1.O. The product is [CH2:26]([S:30][C:31]1[CH:36]=[CH:35][C:34]([C:2]2[CH:25]=[CH:24][CH:23]=[C:4]([CH2:5][O:6][C:7]3[CH:8]=[CH:9][C:10]([C:13]4([CH2:17][C:18]([O:20][CH2:21][CH3:22])=[O:19])[CH2:16][O:15][CH2:14]4)=[CH:11][CH:12]=3)[CH:3]=2)=[CH:33][CH:32]=1)[CH2:27][CH2:28][CH3:29]. The yield is 0.690. (3) The reactants are CO[C:3](=[O:11])[C:4]1[CH:9]=[CH:8][C:7]([I:10])=[CH:6][CH:5]=1.[F:12][C:13]([Si](C)(C)C)([F:15])[F:14].[F-].[Cs+].Cl. The catalyst is O1CCCC1.C(OCC)(=O)C. The product is [F:12][C:13]([F:15])([F:14])[C:3]([C:4]1[CH:5]=[CH:6][C:7]([I:10])=[CH:8][CH:9]=1)=[O:11]. The yield is 0.310. (4) The reactants are [NH2:1][C@H:2]1[C:11]2[C:6](=[CH:7][CH:8]=[C:9]([F:12])[CH:10]=2)[N:5]([C:13](=[O:15])[CH3:14])[C@@H:4]([CH3:16])[C@@H:3]1[CH3:17].Cl[C:19]1[N:20]=[CH:21][C:22]([C:25]#[N:26])=[N:23][CH:24]=1.CCN(C(C)C)C(C)C. The catalyst is CN1C(=O)CCC1. The product is [C:13]([N:5]1[C:6]2[C:11](=[CH:10][C:9]([F:12])=[CH:8][CH:7]=2)[C@H:2]([NH:1][C:19]2[N:20]=[CH:21][C:22]([C:25]#[N:26])=[N:23][CH:24]=2)[C@@H:3]([CH3:17])[C@@H:4]1[CH3:16])(=[O:15])[CH3:14]. The yield is 0.240.